Task: Predict which catalyst facilitates the given reaction.. Dataset: Catalyst prediction with 721,799 reactions and 888 catalyst types from USPTO (1) Reactant: [C:1]([OH:11])(=O)[CH:2]=[CH:3][C:4]1[CH:9]=[CH:8][CH:7]=[CH:6][CH:5]=1.[F:12][C:13]1[CH:14]=[C:15]([CH:25]([NH2:27])[CH3:26])[CH:16]=[C:17]([N:19]2[CH2:24][CH2:23][O:22][CH2:21][CH2:20]2)[CH:18]=1.CCN=C=NCCCN(C)C.Cl.CCN(CC)CC. Product: [F:12][C:13]1[CH:14]=[C:15]([CH:25]([NH:27][C:1](=[O:11])[CH:2]=[CH:3][C:4]2[CH:5]=[CH:6][CH:7]=[CH:8][CH:9]=2)[CH3:26])[CH:16]=[C:17]([N:19]2[CH2:24][CH2:23][O:22][CH2:21][CH2:20]2)[CH:18]=1. The catalyst class is: 79. (2) Reactant: [F:1][C:2]1[CH:7]=[C:6]([F:8])[CH:5]=[CH:4][C:3]=1[S:9]([NH:12][C:13]1[C:14]([O:28][CH3:29])=[N:15][CH:16]=[C:17](B2OC(C)(C)C(C)(C)O2)[CH:18]=1)(=[O:11])=[O:10].Cl[C:31]1[CH:36]=[CH:35][N:34]2[N:37]=[CH:38][C:39]([C:40]#[N:41])=[C:33]2[N:32]=1.C(Cl)Cl.C([O-])([O-])=O.[Na+].[Na+]. Product: [C:40]([C:39]1[CH:38]=[N:37][N:34]2[CH:35]=[CH:36][C:31]([C:17]3[CH:18]=[C:13]([NH:12][S:9]([C:3]4[CH:4]=[CH:5][C:6]([F:8])=[CH:7][C:2]=4[F:1])(=[O:10])=[O:11])[C:14]([O:28][CH3:29])=[N:15][CH:16]=3)=[N:32][C:33]=12)#[N:41]. The catalyst class is: 140. (3) Reactant: [Cl:1][C:2]1[CH:3]=[C:4]([NH2:10])[C:5]([NH2:9])=[CH:6][C:7]=1[Cl:8].[F:11][C:12]([F:18])([F:17])[CH2:13][C:14](O)=O.Cl.C(=O)(O)[O-].[Na+]. Product: [Cl:1][C:2]1[C:7]([Cl:8])=[CH:6][C:5]2[NH:9][C:14]([CH2:13][C:12]([F:18])([F:17])[F:11])=[N:10][C:4]=2[CH:3]=1. The catalyst class is: 84. (4) Reactant: Cl.[NH2:2][C:3]1[C:12]([N:13]2[CH2:18][CH2:17][O:16][CH2:15][CH2:14]2)=[CH:11][C:10]2[C:5](=[CH:6][CH:7]=[C:8]([C:19]3[C:27]([CH2:28][CH2:29][C:30]([CH3:33])([CH3:32])[CH3:31])=[CH:26][CH:25]=[CH:24][C:20]=3[C:21](O)=[O:22])[CH:9]=2)[N:4]=1.CN(C(ON1N=NC2C=CC=NC1=2)=[N+](C)C)C.F[P-](F)(F)(F)(F)F.Cl.[F:59][C@@H:60]1[CH2:64][CH2:63][NH:62][CH2:61]1.CCN(C(C)C)C(C)C. Product: [NH2:2][C:3]1[C:12]([N:13]2[CH2:14][CH2:15][O:16][CH2:17][CH2:18]2)=[CH:11][C:10]2[C:5](=[CH:6][CH:7]=[C:8]([C:19]3[C:27]([CH2:28][CH2:29][C:30]([CH3:31])([CH3:32])[CH3:33])=[CH:26][CH:25]=[CH:24][C:20]=3[C:21]([N:62]3[CH2:63][CH2:64][C@@H:60]([F:59])[CH2:61]3)=[O:22])[CH:9]=2)[N:4]=1. The catalyst class is: 3. (5) Reactant: [Br:1][C:2]1[CH:31]=[C:30]([CH3:32])[C:5]([O:6][C:7]2[C:12]([N+:13]([O-:15])=[O:14])=[C:11](/[CH:16]=[CH:17]/[N:18]([CH3:20])[CH3:19])[N:10]=[C:9]([NH:21][C:22]3[CH:29]=[CH:28][C:25]([C:26]#[N:27])=[CH:24][CH:23]=3)[N:8]=2)=[C:4]([CH3:33])[CH:3]=1.C(=O)([O-])[O-].[K+].[K+].[CH3:40][C:41]([O:44][C:45](O[C:45]([O:44][C:41]([CH3:43])([CH3:42])[CH3:40])=[O:46])=[O:46])([CH3:43])[CH3:42]. Product: [Br:1][C:2]1[CH:31]=[C:30]([CH3:32])[C:5]([O:6][C:7]2[C:12]([N+:13]([O-:15])=[O:14])=[C:11](/[CH:16]=[CH:17]/[N:18]([CH3:19])[CH3:20])[N:10]=[C:9]([N:21]([C:22]3[CH:29]=[CH:28][C:25]([C:26]#[N:27])=[CH:24][CH:23]=3)[C:45](=[O:46])[O:44][C:41]([CH3:43])([CH3:42])[CH3:40])[N:8]=2)=[C:4]([CH3:33])[CH:3]=1. The catalyst class is: 119. (6) Reactant: [Cl:1][C:2]1[CH:7]=[CH:6][C:5]([CH2:8][N:9]([C:15]2[CH:20]=[CH:19][C:18]([C:21]#[N:22])=[CH:17][CH:16]=2)[N:10]2[CH:14]=[N:13][N:12]=[CH:11]2)=[CH:4][C:3]=1[O:23]C(=O)C1C=CC=CC=1.C[O-].[Na+]. Product: [Cl:1][C:2]1[CH:7]=[CH:6][C:5]([CH2:8][N:9]([N:10]2[CH:11]=[N:12][N:13]=[CH:14]2)[C:15]2[CH:16]=[CH:17][C:18]([C:21]#[N:22])=[CH:19][CH:20]=2)=[CH:4][C:3]=1[OH:23]. The catalyst class is: 24. (7) Reactant: [Br:1][C:2]1[CH:3]=[C:4]([Cl:9])[C:5](=O)[NH:6][CH:7]=1.P(Cl)(Cl)(Cl)(Cl)[Cl:11].C(OCC)(=O)C. Product: [Br:1][C:2]1[CH:3]=[C:4]([Cl:9])[C:5]([Cl:11])=[N:6][CH:7]=1. The catalyst class is: 265.